The task is: Predict the reaction yield, written as a fraction of the theoretical maximum amount of product (1.0 means a 100% yield; for example, 0.34 means a 34% yield).. This data is from Reaction yield outcomes from USPTO patents with 853,638 reactions. (1) The catalyst is C1(C)C=CC=CC=1. The product is [CH3:25][N:26]([CH3:28])/[CH:27]=[CH:2]/[C:1]([C:4]1[N:8]([CH2:9][C:10]2[CH:15]=[CH:14][CH:13]=[C:12]([O:16][CH3:17])[CH:11]=2)[N:7]=[C:6]([C:18]([O:20][CH2:21][CH3:22])=[O:19])[CH:5]=1)=[O:3]. The reactants are [C:1]([C:4]1[N:8]([CH2:9][C:10]2[CH:15]=[CH:14][CH:13]=[C:12]([O:16][CH3:17])[CH:11]=2)[N:7]=[C:6]([C:18]([O:20][CH2:21][CH3:22])=[O:19])[CH:5]=1)(=[O:3])[CH3:2].CO[CH:25](OC)[N:26]([CH3:28])[CH3:27]. The yield is 1.00. (2) The reactants are C([N:8]1[CH2:13][CH2:12][CH:11]([OH:14])[CH2:10][CH2:9]1)(OC(C)(C)C)=O.[Na].[O-]CCCC.[CH2:21]([C:25]1[CH:26]=[C:27]2[C:32](=[C:33](F)[CH:34]=1)[N:31]=[CH:30][CH:29]=[CH:28]2)[CH2:22][CH2:23][CH3:24].[Na].C(N1CCC(O)CC1)(OC(C)(C)C)=O.[Cl-].[NH4+].Cl.C(O)(C)C. The catalyst is CN1CCCC1=O.CN(C=O)C.O.C(O)(=O)C.C(OCC)(=O)C. The product is [CH2:21]([C:25]1[CH:26]=[C:27]2[C:32](=[C:33]([O:14][CH:11]3[CH2:10][CH2:9][NH:8][CH2:13][CH2:12]3)[CH:34]=1)[N:31]=[CH:30][CH:29]=[CH:28]2)[CH2:22][CH2:23][CH3:24]. The yield is 0.342. (3) The product is [Br:1][C:2]1[CH:3]=[CH:4][C:5]([CH:8]2[CH2:16][CH2:15][CH2:14][CH:13]3[N:9]2[CH2:10][CH2:11][CH2:12]3)=[CH:6][CH:7]=1. The yield is 0.790. No catalyst specified. The reactants are [Br:1][C:2]1[CH:7]=[CH:6][C:5]([CH:8]2[CH2:16][C:15](=O)[CH2:14][CH:13]3[N:9]2[CH2:10][CH2:11][CH2:12]3)=[CH:4][CH:3]=1.NN.[OH-].[K+]. (4) The reactants are [NH2:1][C:2]1[C:3]([C:14]([NH:16][NH2:17])=O)=[N:4][C:5]([C:8]2[CH:9]=[N:10][CH:11]=[CH:12][CH:13]=2)=[CH:6][N:7]=1.Cl.[C:19](N)(=[NH:26])[C:20]1[CH:25]=[CH:24][CH:23]=[CH:22][CH:21]=1.C([O-])C.[Na+]. The catalyst is CN(C=O)C. The product is [C:20]1([C:19]2[NH:26][C:14]([C:3]3[C:2]([NH2:1])=[N:7][CH:6]=[C:5]([C:8]4[CH:9]=[N:10][CH:11]=[CH:12][CH:13]=4)[N:4]=3)=[N:16][N:17]=2)[CH:25]=[CH:24][CH:23]=[CH:22][CH:21]=1. The yield is 0.200. (5) The reactants are C([O:3][C:4]([C:6]1[N:7]([S:21]([C:24]2[CH:29]=[CH:28][C:27]([CH3:30])=[CH:26][CH:25]=2)(=[O:23])=[O:22])[C:8]2[C:13]([C:14]=1[C:15]1[CH:20]=[CH:19][CH:18]=[CH:17][CH:16]=1)=[CH:12][CH:11]=[CH:10][CH:9]=2)=O)C.CC(C[AlH]CC(C)C)C. The catalyst is C1(C)C=CC=CC=1. The product is [C:15]1([C:14]2[C:13]3[C:8](=[CH:9][CH:10]=[CH:11][CH:12]=3)[N:7]([S:21]([C:24]3[CH:25]=[CH:26][C:27]([CH3:30])=[CH:28][CH:29]=3)(=[O:22])=[O:23])[C:6]=2[CH2:4][OH:3])[CH:16]=[CH:17][CH:18]=[CH:19][CH:20]=1. The yield is 0.850.